The task is: Predict the reactants needed to synthesize the given product.. This data is from Full USPTO retrosynthesis dataset with 1.9M reactions from patents (1976-2016). (1) Given the product [C:33]1([NH:32][C:12]2[N:17]=[C:16]3[N:18]([CH2:21][C:22]4[CH:23]=[C:24]5[C:29](=[CH:30][CH:31]=4)[N:28]=[CH:27][CH:26]=[CH:25]5)[N:19]=[N:20][C:15]3=[CH:14][CH:13]=2)[CH:38]=[CH:37][CH:36]=[CH:35][CH:34]=1, predict the reactants needed to synthesize it. The reactants are: FC1C=C([C:12]2[N:17]=[C:16]3[N:18]([CH2:21][C:22]4[CH:23]=[C:24]5[C:29](=[CH:30][CH:31]=4)[N:28]=[CH:27][CH:26]=[CH:25]5)[N:19]=[N:20][C:15]3=[CH:14][CH:13]=2)C=CC=1C(NC)=O.[NH2:32][C:33]1[CH:38]=[CH:37][CH:36]=[CH:35][CH:34]=1.CC(C)([O-])C.[Na+].C1(P(C2C=CC=CC=2)C2C=CC=CC=2)C=CC=CC=1. (2) Given the product [N:51]1[CH:56]=[CH:55][C:54]([N:57]2[C:39]([C:12]3[CH:13]=[CH:14][C:15]([O:16][CH2:17][C:18]4[CH:27]=[CH:26][C:25]5[C:20](=[CH:21][CH:22]=[CH:23][CH:24]=5)[N:19]=4)=[CH:28][CH:29]=3)=[N:30][CH:31]=[N:58]2)=[CH:53][CH:52]=1, predict the reactants needed to synthesize it. The reactants are: N1C=CC(C2N([C:12]3[CH:29]=[CH:28][C:15]([O:16][CH2:17][C:18]4[CH:27]=[CH:26][C:25]5[C:20](=[CH:21][CH:22]=[CH:23][CH:24]=5)[N:19]=4)=[CH:14][CH:13]=3)N=CN=2)=CC=1.[N:30]1[C:39]2C(=CC=CC=2)C=C[C:31]=1COC1C=CC(C(N)=O)=CC=1.[N:51]1[CH:56]=[CH:55][C:54]([NH:57][NH2:58])=[CH:53][CH:52]=1. (3) Given the product [CH3:1][O:2][C:3](=[O:25])[C@H:4]([CH2:21][CH2:22][S:23][CH3:24])[NH:5][C:6](=[O:20])[C:7]1[CH:12]=[CH:11][C:10]([S:13][C:26]([NH:37][C:38]2[S:39][CH:40]=[CH:41][N:42]=2)=[O:27])=[CH:9][C:8]=1[C:14]1[CH:15]=[CH:16][CH:17]=[CH:18][CH:19]=1, predict the reactants needed to synthesize it. The reactants are: [CH3:1][O:2][C:3](=[O:25])[C@H:4]([CH2:21][CH2:22][S:23][CH3:24])[NH:5][C:6](=[O:20])[C:7]1[CH:12]=[CH:11][C:10]([SH:13])=[CH:9][C:8]=1[C:14]1[CH:19]=[CH:18][CH:17]=[CH:16][CH:15]=1.[C:26](Cl)(Cl)=[O:27].C1(C)C=CC=CC=1.[NH2:37][C:38]1[S:39][CH:40]=[CH:41][N:42]=1.C(N(CC)CC)C. (4) Given the product [NH2:8][C:9]1[C:10]([C:16]([NH:7][C:2]2[CH:3]=[CH:4][CH:5]=[CH:6][N:1]=2)=[O:17])=[N:11][C:12]([CH3:15])=[CH:13][N:14]=1, predict the reactants needed to synthesize it. The reactants are: [N:1]1[CH:6]=[CH:5][CH:4]=[CH:3][C:2]=1[NH2:7].[NH2:8][C:9]1[C:10]([C:16](O)=[O:17])=[N:11][C:12]([CH3:15])=[CH:13][N:14]=1. (5) Given the product [CH3:21][O:20][C:14]1[C:13]2[CH:12]=[C:11]([C:8]3[N:6]4[N:7]=[C:2]([NH:22][CH2:23][CH:24]([OH:27])[CH2:25][CH3:26])[CH:3]=[CH:4][C:5]4=[N:10][CH:9]=3)[O:19][C:18]=2[CH:17]=[CH:16][N:15]=1, predict the reactants needed to synthesize it. The reactants are: Cl[C:2]1[CH:3]=[CH:4][C:5]2[N:6]([C:8]([C:11]3[O:19][C:18]4[CH:17]=[CH:16][N:15]=[C:14]([O:20][CH3:21])[C:13]=4[CH:12]=3)=[CH:9][N:10]=2)[N:7]=1.[NH2:22][CH2:23][CH:24]([OH:27])[CH2:25][CH3:26]. (6) Given the product [ClH:33].[ClH:33].[NH2:25][C@@H:23]1[CH2:24][C@H:22]1[C:18]1[CH:17]=[C:16]([CH:21]=[CH:20][CH:19]=1)[C:14]([NH:13][C:10]1[CH:9]=[CH:8][C:7]([C:2]2[N:1]=[CH:6][CH:5]=[CH:4][N:3]=2)=[CH:12][CH:11]=1)=[O:15], predict the reactants needed to synthesize it. The reactants are: [N:1]1[CH:6]=[CH:5][CH:4]=[N:3][C:2]=1[C:7]1[CH:12]=[CH:11][C:10]([NH:13][C:14]([C:16]2[CH:17]=[C:18]([C@@H:22]3[CH2:24][C@H:23]3[NH:25]C(=O)OC(C)(C)C)[CH:19]=[CH:20][CH:21]=2)=[O:15])=[CH:9][CH:8]=1.[ClH:33].C(OCC)(=O)C.